Dataset: Catalyst prediction with 721,799 reactions and 888 catalyst types from USPTO. Task: Predict which catalyst facilitates the given reaction. (1) Reactant: [CH2:1]([N:3](CC)CC)[CH3:2].[Cl:8][C:9]1[C:18]([C:19](Cl)=[O:20])=[C:17]([S:22]([CH3:25])(=[O:24])=[O:23])[CH:16]=[CH:15][C:10]=1[C:11]([O:13][CH3:14])=[O:12]. Product: [Cl:8][C:9]1[C:18]([C:19]2[O:20][CH2:2][CH2:1][N:3]=2)=[C:17]([S:22]([CH3:25])(=[O:24])=[O:23])[CH:16]=[CH:15][C:10]=1[C:11]([O:13][CH3:14])=[O:12]. The catalyst class is: 133. (2) Reactant: C([Si](C)(C)[O:6][C:7]1[CH:8]=[C:9]2[C:14](=[CH:15][CH:16]=1)[N:13]([C:17]1[CH:22]=[CH:21][CH:20]=[CH:19][CH:18]=1)[CH2:12][CH2:11][CH2:10]2)(C)(C)C.CCCC[N+](CCCC)(CCCC)CCCC.[F-]. Product: [C:17]1([N:13]2[C:14]3[C:9](=[CH:8][C:7]([OH:6])=[CH:16][CH:15]=3)[CH2:10][CH2:11][CH2:12]2)[CH:22]=[CH:21][CH:20]=[CH:19][CH:18]=1. The catalyst class is: 20. (3) Reactant: [H-].[Na+].[I-].C[S+](C)(C)=O.[C:9]1(/[CH:15]=[CH:16]/[C:17]([O:19][CH2:20][CH3:21])=[O:18])[CH:14]=[CH:13][CH:12]=[CH:11][CH:10]=1.[CH3:22]S(C)=O.C1COCC1. Product: [CH2:20]([O:19][C:17]([C@@H:16]1[CH2:22][C@H:15]1[C:9]1[CH:14]=[CH:13][CH:12]=[CH:11][CH:10]=1)=[O:18])[CH3:21]. The catalyst class is: 16. (4) Reactant: C(OC([N:8]1[CH2:15][CH2:14][N:13]([C:16]2[N:17]=[C:18]([C:26]3[C:27](=[O:56])[N:28]([CH2:42][O:43][P:44]([O:51]C(C)(C)C)([O:46]C(C)(C)C)=[O:45])[C:29](=[O:41])[C:30]=3[C:31]3[C:39]4[C:34](=[C:35]([CH3:40])[CH:36]=[CH:37][CH:38]=4)[NH:33][CH:32]=3)[C:19]3[C:24]([CH:25]=2)=[CH:23][CH:22]=[CH:21][CH:20]=3)[CH2:12][C:9]21[CH2:11][CH2:10]2)=O)(C)(C)C.C(O)(C(F)(F)F)=O. Product: [CH2:10]1[C:9]2([CH2:12][N:13]([C:16]3[N:17]=[C:18]([C:26]4[C:27](=[O:56])[N:28]([CH2:42][O:43][P:44](=[O:45])([OH:51])[OH:46])[C:29](=[O:41])[C:30]=4[C:31]4[C:39]5[C:34](=[C:35]([CH3:40])[CH:36]=[CH:37][CH:38]=5)[NH:33][CH:32]=4)[C:19]4[C:24]([CH:25]=3)=[CH:23][CH:22]=[CH:21][CH:20]=4)[CH2:14][CH2:15][NH:8]2)[CH2:11]1. The catalyst class is: 525.